This data is from Full USPTO retrosynthesis dataset with 1.9M reactions from patents (1976-2016). The task is: Predict the reactants needed to synthesize the given product. (1) The reactants are: [O:1]1[C:5]2[CH:6]=[CH:7][C:8]([C:10]3[O:14][C:13]([SH:15])=[N:12][N:11]=3)=[CH:9][C:4]=2[CH:3]=[CH:2]1.[CH3:16][O:17][C:18]1[CH:25]=[CH:24][C:21]([CH2:22]Cl)=[CH:20][C:19]=1[C:26]([F:29])([F:28])[F:27]. Given the product [O:1]1[C:5]2[CH:6]=[CH:7][C:8]([C:10]3[O:14][C:13]([S:15][CH2:22][C:21]4[CH:24]=[CH:25][C:18]([O:17][CH3:16])=[C:19]([C:26]([F:27])([F:28])[F:29])[CH:20]=4)=[N:12][N:11]=3)=[CH:9][C:4]=2[CH:3]=[CH:2]1, predict the reactants needed to synthesize it. (2) Given the product [CH3:3][O:4][C:5]1[CH:6]=[C:7]2[C:12](=[CH:13][CH:14]=1)[C:11](=[O:15])[N:10]([CH2:17][C:18]([O:20][CH2:21][CH3:22])=[O:19])[CH2:9][CH2:8]2, predict the reactants needed to synthesize it. The reactants are: [H-].[Na+].[CH3:3][O:4][C:5]1[CH:6]=[C:7]2[C:12](=[CH:13][CH:14]=1)[C:11](=[O:15])[NH:10][CH2:9][CH2:8]2.Br[CH2:17][C:18]([O:20][CH2:21][CH3:22])=[O:19].O. (3) Given the product [CH3:22][C:21]([CH3:24])([CH3:23])[CH2:20][N:19]1[C:2](=[O:8])[C:3](=[O:5])[N:16]([C:13]2[CH:12]=[CH:11][C:10]([F:9])=[CH:15][CH:14]=2)[C:17]1=[S:18], predict the reactants needed to synthesize it. The reactants are: Cl[C:2](=[O:8])[C:3]([O:5]CC)=O.[F:9][C:10]1[CH:15]=[CH:14][C:13]([NH:16][C:17]([NH:19][CH2:20][C:21]([CH3:24])([CH3:23])[CH3:22])=[S:18])=[CH:12][CH:11]=1. (4) Given the product [NH2:25][C:22]1[CH:23]=[C:24]2[C:19](=[CH:20][CH:21]=1)[NH:18][CH:17]=[C:16]2[CH:13]1[CH2:12][CH2:11][CH:10]([N:2]([CH3:1])[C:3](=[O:9])[O:4][C:5]([CH3:6])([CH3:7])[CH3:8])[CH2:15][CH2:14]1, predict the reactants needed to synthesize it. The reactants are: [CH3:1][N:2]([CH:10]1[CH2:15][CH2:14][C:13]([C:16]2[C:24]3[C:19](=[CH:20][CH:21]=[C:22]([N+:25]([O-])=O)[CH:23]=3)[NH:18][CH:17]=2)=[CH:12][CH2:11]1)[C:3](=[O:9])[O:4][C:5]([CH3:8])([CH3:7])[CH3:6]. (5) The reactants are: Br[CH:2]([CH:15]([CH3:17])[CH3:16])[CH2:3][N-:4][C:5]1[CH:10]=[C:9]([N+:11]([O-:13])=[O:12])[CH:8]=[CH:7][C:6]=1[OH:14].C(=O)([O-])[O-:19].[K+].[K+].C(OCC)(=O)C.O. Given the product [CH:15]([CH:2]1[C:3](=[O:19])[NH:4][C:5]2[CH:10]=[C:9]([N+:11]([O-:13])=[O:12])[CH:8]=[CH:7][C:6]=2[O:14]1)([CH3:17])[CH3:16], predict the reactants needed to synthesize it.